This data is from Catalyst prediction with 721,799 reactions and 888 catalyst types from USPTO. The task is: Predict which catalyst facilitates the given reaction. (1) Reactant: [CH2:1]([S:3]([N:6]1[CH2:11][CH2:10][CH:9]([C:12]2[C:20]3[C:15](=[C:16]([C:29]([NH2:31])=[O:30])[CH:17]=[C:18]([C:21]4[CH:26]=[CH:25][CH:24]=[C:23]([CH2:27][OH:28])[CH:22]=4)[CH:19]=3)[NH:14][CH:13]=2)[CH2:8][CH2:7]1)(=[O:5])=[O:4])[CH3:2]. Product: [CH2:1]([S:3]([N:6]1[CH2:11][CH2:10][CH:9]([C:12]2[C:20]3[C:15](=[C:16]([C:29]([NH2:31])=[O:30])[CH:17]=[C:18]([C:21]4[CH:26]=[CH:25][CH:24]=[C:23]([CH:27]=[O:28])[CH:22]=4)[CH:19]=3)[NH:14][CH:13]=2)[CH2:8][CH2:7]1)(=[O:5])=[O:4])[CH3:2]. The catalyst class is: 725. (2) Reactant: [S:1]([CH2:11][N:12]=[C:13]=[O:14])([C:4]1[CH:10]=[CH:9][C:7]([CH3:8])=[CH:6][CH:5]=1)(=[O:3])=[O:2].[CH:15](=O)[CH2:16][CH3:17].[C-]#N.[Na+].O1CCN=C1. Product: [CH2:16]([CH:17]1[O:14][CH:13]=[N:12][CH:11]1[S:1]([C:4]1[CH:5]=[CH:6][C:7]([CH3:8])=[CH:9][CH:10]=1)(=[O:3])=[O:2])[CH3:15]. The catalyst class is: 8.